From a dataset of Forward reaction prediction with 1.9M reactions from USPTO patents (1976-2016). Predict the product of the given reaction. (1) The product is: [F:20][C:21]1[C:26]([F:27])=[CH:25][CH:24]=[CH:23][C:22]=1[C:28]1[CH:36]=[CH:35][CH:34]=[C:33]2[C:29]=1[C:30](=[CH:16][C:13]1[NH:12][C:8]3[CH2:9][CH2:10][CH2:11][N:5]([CH2:4][CH2:3][N:2]([CH3:19])[CH3:1])[C:6](=[O:18])[C:7]=3[C:14]=1[CH3:15])[C:31](=[O:37])[NH:32]2. Given the reactants [CH3:1][N:2]([CH3:19])[CH2:3][CH2:4][N:5]1[CH2:11][CH2:10][CH2:9][C:8]2[NH:12][C:13]([CH:16]=O)=[C:14]([CH3:15])[C:7]=2[C:6]1=[O:18].[F:20][C:21]1[C:26]([F:27])=[CH:25][CH:24]=[CH:23][C:22]=1[C:28]1[CH:36]=[CH:35][CH:34]=[C:33]2[C:29]=1[CH2:30][C:31](=[O:37])[NH:32]2, predict the reaction product. (2) Given the reactants O[C:2]1[CH:3]=[C:4]([C:11]([O:13][CH2:14][CH3:15])=[O:12])[C:5]2[CH:10]=[N:9][NH:8][C:6]=2[N:7]=1.P(Br)(Br)([Br:18])=O.C([O-])([O-])=O.[Na+].[Na+], predict the reaction product. The product is: [Br:18][C:2]1[CH:3]=[C:4]([C:11]([O:13][CH2:14][CH3:15])=[O:12])[C:5]2[CH:10]=[N:9][NH:8][C:6]=2[N:7]=1. (3) Given the reactants [OH-].[Na+].[O:3]=[C:4]1[CH2:9][N:8](C(=O)C(F)(F)F)[CH2:7][CH2:6][N:5]1[C:16]1[CH:21]=[CH:20][C:19]([S:22]([NH:25][C:26]2[S:27][CH:28]=[CH:29][N:30]=2)(=[O:24])=[O:23])=[CH:18][CH:17]=1.Cl, predict the reaction product. The product is: [O:3]=[C:4]1[CH2:9][NH:8][CH2:7][CH2:6][N:5]1[C:16]1[CH:17]=[CH:18][C:19]([S:22]([NH:25][C:26]2[S:27][CH:28]=[CH:29][N:30]=2)(=[O:24])=[O:23])=[CH:20][CH:21]=1. (4) The product is: [CH3:29][C:22]([CH3:28])([C:23](=[O:27])[CH:24]([CH3:25])[CH3:26])[C:21]([O:20][CH2:19][CH2:18][O:17][C:5](=[O:6])[C:4]([CH3:7])=[CH2:3])=[O:30]. Given the reactants [CH3:3][C:4]1([CH3:5])[C:5](=[O:6])[C:4]([CH3:7])([CH3:7])[C:3]1=[O:6].C(=O)([O-])[O-].[K+].[K+].[OH:17][CH2:18][CH2:19][O:20][C:21](=[O:30])[C:22]([CH3:29])([CH3:28])[C:23](=[O:27])[CH:24]([CH3:26])[CH3:25].C(Cl)(=O)C(C)=C, predict the reaction product. (5) Given the reactants [Cl:1][C:2]1[CH:7]=[CH:6][C:5]([C:8]2[C:17]3[C:12](=[CH:13][CH:14]=[CH:15][CH:16]=3)[C:11]([NH:18][C:19]3[CH:36]=[CH:35][C:22]([O:23][C:24]4[CH:25]=[CH:26][N:27]=[C:28]5[C:33]=4[NH:32][C:31](=[O:34])[CH:30]=[CH:29]5)=[CH:21][CH:20]=3)=[N:10][N:9]=2)=[CH:4][CH:3]=1.[H-].[Na+].I[CH3:40], predict the reaction product. The product is: [Cl:1][C:2]1[CH:3]=[CH:4][C:5]([C:8]2[C:17]3[C:12](=[CH:13][CH:14]=[CH:15][CH:16]=3)[C:11]([N:18]([CH3:40])[C:19]3[CH:20]=[CH:21][C:22]([O:23][C:24]4[CH:25]=[CH:26][N:27]=[C:28]5[C:33]=4[NH:32][C:31](=[O:34])[CH:30]=[CH:29]5)=[CH:35][CH:36]=3)=[N:10][N:9]=2)=[CH:6][CH:7]=1. (6) Given the reactants [N:1]12[CH2:8][CH2:7][C:4]([C:9]([C:17]3[CH:22]=[CH:21][CH:20]=[CH:19][CH:18]=3)([C:11]3[CH:16]=[CH:15][CH:14]=[CH:13][CH:12]=3)[OH:10])([CH2:5][CH2:6]1)[CH2:3][CH2:2]2.[Br:23][CH2:24][CH2:25][CH2:26][O:27][C:28]1[CH:33]=[CH:32][CH:31]=[CH:30][C:29]=1[OH:34], predict the reaction product. The product is: [Br-:23].[OH:10][C:9]([C:17]1[CH:22]=[CH:21][CH:20]=[CH:19][CH:18]=1)([C:11]1[CH:12]=[CH:13][CH:14]=[CH:15][CH:16]=1)[C:4]12[CH2:5][CH2:6][N+:1]([CH2:24][CH2:25][CH2:26][O:27][C:28]3[CH:33]=[CH:32][CH:31]=[CH:30][C:29]=3[OH:34])([CH2:2][CH2:3]1)[CH2:8][CH2:7]2. (7) Given the reactants Cl[C:2]1[C:11]2[C:6](=[CH:7][C:8]([O:14][CH3:15])=[C:9]([O:12][CH3:13])[CH:10]=2)[N:5]=[CH:4][N:3]=1.[NH2:16][C:17]1[S:18][C:19]2[CH:25]=[C:24]([NH:26][C:27](=[O:39])[C:28]3[CH:33]=[CH:32][C:31]([O:34][C:35]([F:38])([F:37])[F:36])=[CH:30][CH:29]=3)[CH:23]=[CH:22][C:20]=2[N:21]=1.O1CCOCC1, predict the reaction product. The product is: [CH3:13][O:12][C:9]1[CH:10]=[C:11]2[C:6](=[CH:7][C:8]=1[O:14][CH3:15])[N:5]=[CH:4][N:3]=[C:2]2[NH:16][C:17]1[S:18][C:19]2[CH:25]=[C:24]([NH:26][C:27](=[O:39])[C:28]3[CH:29]=[CH:30][C:31]([O:34][C:35]([F:38])([F:36])[F:37])=[CH:32][CH:33]=3)[CH:23]=[CH:22][C:20]=2[N:21]=1. (8) Given the reactants [CH2:1]([C@H:8]([NH:26][C:27]([C:29]1[N:33]2[CH2:34][CH2:35][N:36]([CH:39]([CH2:43][CH2:44][CH3:45])[CH2:40][CH2:41][CH3:42])[C:37](=[O:38])[C:32]2=[CH:31][CH:30]=1)=[O:28])[C@H:9]([OH:25])[CH2:10][NH:11][C:12]1([C:15]2[CH:20]=[CH:19][CH:18]=[C:17]([C:21]([F:24])([F:23])[F:22])[CH:16]=2)[CH2:14][CH2:13]1)[C:2]1[CH:7]=[CH:6][CH:5]=[CH:4][CH:3]=1.[ClH:46], predict the reaction product. The product is: [ClH:46].[CH2:1]([C@H:8]([NH:26][C:27]([C:29]1[N:33]2[CH2:34][CH2:35][N:36]([CH:39]([CH2:43][CH2:44][CH3:45])[CH2:40][CH2:41][CH3:42])[C:37](=[O:38])[C:32]2=[CH:31][CH:30]=1)=[O:28])[C@H:9]([OH:25])[CH2:10][NH:11][C:12]1([C:15]2[CH:20]=[CH:19][CH:18]=[C:17]([C:21]([F:22])([F:23])[F:24])[CH:16]=2)[CH2:14][CH2:13]1)[C:2]1[CH:7]=[CH:6][CH:5]=[CH:4][CH:3]=1. (9) Given the reactants [F:1][C:2]1[CH:3]=[C:4]([CH2:17][OH:18])[CH:5]=[C:6]([F:16])[C:7]=1[O:8][C:9]1[CH:14]=[CH:13][CH:12]=[C:11]([F:15])[CH:10]=1.Cl[C:20]1[CH:30]=[C:24]2[N:25]([CH3:29])[CH2:26][CH2:27][CH2:28][N:23]2[C:22](=[O:31])[N:21]=1, predict the reaction product. The product is: [F:1][C:2]1[CH:3]=[C:4]([CH:5]=[C:6]([F:16])[C:7]=1[O:8][C:9]1[CH:14]=[CH:13][CH:12]=[C:11]([F:15])[CH:10]=1)[CH2:17][O:18][C:20]1[CH:30]=[C:24]2[N:25]([CH3:29])[CH2:26][CH2:27][CH2:28][N:23]2[C:22](=[O:31])[N:21]=1.